The task is: Predict the reactants needed to synthesize the given product.. This data is from Full USPTO retrosynthesis dataset with 1.9M reactions from patents (1976-2016). (1) Given the product [CH3:24][O:25][C:26](=[O:2])[CH2:20][C@@H:19]([OH:21])[CH2:18][O:17][CH2:10][C:11]1[CH:12]=[CH:13][CH:14]=[CH:15][CH:16]=1, predict the reactants needed to synthesize it. The reactants are: C[OH:2].NC1C=CN=CC=1.[CH2:10]([O:17][CH2:18][C@@H:19]1[O:21][CH2:20]1)[C:11]1[CH:16]=[CH:15][CH:14]=[CH:13][CH:12]=1.[C]=O.[CH3:24][O:25][C:26](C)(C)C. (2) Given the product [F:1][C:2]([F:10])([F:9])/[CH:3]=[CH:4]\[C:5]([F:8])([F:7])[F:6], predict the reactants needed to synthesize it. The reactants are: [F:1][C:2]([F:10])([F:9])[CH:3]=[CH:4][C:5]([F:8])([F:7])[F:6].